The task is: Predict the product of the given reaction.. This data is from Forward reaction prediction with 1.9M reactions from USPTO patents (1976-2016). Given the reactants [N:1]1[NH:2][C:3]([NH:6][C:7]([C:9]2[C:14]([NH2:15])=[N:13][C:12]([C:16]([F:19])([F:18])[F:17])=[C:11](Br)[N:10]=2)=[O:8])=[CH:4][CH:5]=1.[NH:21]([CH2:25]CO)[CH2:22]CO, predict the reaction product. The product is: [N:1]1[NH:2][C:3]([NH:6][C:7]([C:9]2[C:14]([NH2:15])=[N:13][C:12]([C:16]([F:19])([F:18])[F:17])=[C:11]([N:21]([CH3:25])[CH3:22])[N:10]=2)=[O:8])=[CH:4][CH:5]=1.